From a dataset of Forward reaction prediction with 1.9M reactions from USPTO patents (1976-2016). Predict the product of the given reaction. (1) Given the reactants [Cl:1][C:2]1[CH:7]=[C:6]([C:8]2[N:9]=[C:10](O)[C:11]3[C:17]([O:18][CH3:19])=[CH:16][N:15]=[CH:14][C:12]=3[N:13]=2)[CH:5]=[CH:4][N:3]=1.[N:21]1([C:27]([O:29][C:30]([CH3:33])([CH3:32])[CH3:31])=[O:28])[CH2:26][CH2:25][NH:24][CH2:23][CH2:22]1.C(OC(N1CCN(C2C3C(C4CC4)=CN=CC=3N=C(C3C=CN=C(Cl)C=3)N=2)CC1)=O)(C)(C)C, predict the reaction product. The product is: [C:30]([O:29][C:27]([N:21]1[CH2:26][CH2:25][N:24]([C:10]2[C:11]3[C:17]([O:18][CH3:19])=[CH:16][N:15]=[CH:14][C:12]=3[N:13]=[C:8]([C:6]3[CH:5]=[CH:4][N:3]=[C:2]([Cl:1])[CH:7]=3)[N:9]=2)[CH2:23][CH2:22]1)=[O:28])([CH3:33])([CH3:31])[CH3:32]. (2) Given the reactants [CH2:1]=[C:2]1[CH2:7][CH2:6][C@H:5]2[C@H:8]3[C@H:18]([CH2:19][CH2:20][C@:3]12[CH3:4])[C@:16]1([CH3:17])[C:11](=[CH:12][C:13](=[O:21])[CH2:14][CH2:15]1)[CH2:10][CH2:9]3.ClC1C(=O)C(C#N)=C(C#N)C(=O)C=1Cl.[Na].O, predict the reaction product. The product is: [CH2:1]=[C:2]1[CH2:7][CH2:6][C@H:5]2[C@H:8]3[C@H:18]([CH2:19][CH2:20][C@:3]12[CH3:4])[C@:16]1([CH3:17])[C:11](=[CH:12][C:13](=[O:21])[CH:14]=[CH:15]1)[CH2:10][CH2:9]3. (3) Given the reactants [CH3:1][O:2][CH2:3]Cl.[OH:5][CH2:6][CH:7]1[CH2:12][CH2:11][N:10]([C:13]2[CH:22]=[C:21]([O:23][CH3:24])[CH:20]=[CH:19][C:14]=2[C:15]([O:17][CH3:18])=[O:16])[CH2:9][CH2:8]1.C(NC(C)C)(C)C.O, predict the reaction product. The product is: [CH3:24][O:23][C:21]1[CH:20]=[CH:19][C:14]([C:15]([O:17][CH3:18])=[O:16])=[C:13]([N:10]2[CH2:11][CH2:12][CH:7]([CH2:6][O:5][CH2:1][O:2][CH3:3])[CH2:8][CH2:9]2)[CH:22]=1. (4) Given the reactants [CH2:1]([O:3][C:4](=[O:31])[CH2:5][C:6]1[CH:11]=[CH:10][N:9]=[C:8]([N:12](C(OC(C)(C)C)=O)[CH2:13][C:14]([F:22])([F:21])[C:15]2[CH:20]=[CH:19][CH:18]=[CH:17][N:16]=2)[C:7]=1[F:30])[CH3:2].Cl, predict the reaction product. The product is: [CH2:1]([O:3][C:4](=[O:31])[CH2:5][C:6]1[CH:11]=[CH:10][N:9]=[C:8]([NH:12][CH2:13][C:14]([F:22])([F:21])[C:15]2[CH:20]=[CH:19][CH:18]=[CH:17][N:16]=2)[C:7]=1[F:30])[CH3:2]. (5) Given the reactants [F:1][C:2]1[CH:7]=[CH:6][C:5]([N:8]2[C:16]3[C:11](=[CH:12][C:13]([CH:17]([C:19]4[CH:24]=[CH:23][CH:22]=[CH:21][CH:20]=4)O)=[CH:14][CH:15]=3)[CH:10]=[N:9]2)=[CH:4][CH:3]=1.[CH3:25][O:26][C:27]([O:31][Si](C)(C)C)=[CH:28][CH2:29][CH3:30], predict the reaction product. The product is: [F:1][C:2]1[CH:7]=[CH:6][C:5]([N:8]2[C:16]3[C:11](=[CH:12][C:13]([CH:17]([C:19]4[CH:24]=[CH:23][CH:22]=[CH:21][CH:20]=4)[CH:28]([CH2:29][CH3:30])[C:27]([O:26][CH3:25])=[O:31])=[CH:14][CH:15]=3)[CH:10]=[N:9]2)=[CH:4][CH:3]=1. (6) The product is: [C:26]([C:23]1[S:22][C:21]([C:19]([NH:18][CH:14]([C:11]2[CH:12]=[CH:13][C:8]([C:5]3[N:4]=[CH:3][C:2]([C:41]4[CH:42]=[CH:43][C:38]([O:37][CH2:30][CH2:31][CH2:32][CH2:33][CH2:34][CH2:35][CH3:36])=[CH:39][CH:40]=4)=[CH:7][N:6]=3)=[CH:9][CH:10]=2)[C:15]([OH:17])=[O:16])=[O:20])=[CH:25][CH:24]=1)([CH3:29])([CH3:28])[CH3:27]. Given the reactants Br[C:2]1[CH:3]=[N:4][C:5]([C:8]2[CH:13]=[CH:12][C:11]([CH:14]([NH:18][C:19]([C:21]3[S:22][C:23]([C:26]([CH3:29])([CH3:28])[CH3:27])=[CH:24][CH:25]=3)=[O:20])[C:15]([OH:17])=[O:16])=[CH:10][CH:9]=2)=[N:6][CH:7]=1.[CH2:30]([O:37][C:38]1[CH:43]=[CH:42][C:41](B(O)O)=[CH:40][CH:39]=1)[CH2:31][CH2:32][CH2:33][CH2:34][CH2:35][CH3:36].C([O-])(O)=O.[Na+], predict the reaction product. (7) Given the reactants [CH2:1]([O:8][CH2:9][N:10]1[C:14]2[CH:15]=[CH:16][CH:17]=[CH:18][C:13]=2[N:12]=[CH:11]1)[C:2]1[CH:7]=[CH:6][CH:5]=[CH:4][CH:3]=1.C([Li])CCC.CON(C)[C:27]([C:29]1[S:30][CH:31]=[CH:32][C:33]=1[Br:34])=[O:28].CCOCC.CCCCCCC, predict the reaction product. The product is: [CH2:1]([O:8][CH2:9][N:10]1[C:14]2[CH:15]=[CH:16][CH:17]=[CH:18][C:13]=2[N:12]=[C:11]1[C:27]([C:29]1[S:30][CH:31]=[CH:32][C:33]=1[Br:34])=[O:28])[C:2]1[CH:3]=[CH:4][CH:5]=[CH:6][CH:7]=1.